Predict the reactants needed to synthesize the given product. From a dataset of Full USPTO retrosynthesis dataset with 1.9M reactions from patents (1976-2016). (1) The reactants are: Cl.[NH2:2][C@@H:3]1[C:11]2[C:6](=[C:7]([C:12]3[S:16][C:15]([C:17]4[CH:18]=[CH:19][C:20]([O:25][CH:26]([CH3:28])[CH3:27])=[C:21]([CH:24]=4)[C:22]#[N:23])=[N:14][N:13]=3)[CH:8]=[CH:9][CH:10]=2)[CH2:5][CH2:4]1.Cl[C:30]([O:32][CH3:33])=[O:31]. Given the product [CH3:33][O:32][C:30](=[O:31])[NH:2][C@@H:3]1[C:11]2[C:6](=[C:7]([C:12]3[S:16][C:15]([C:17]4[CH:18]=[CH:19][C:20]([O:25][CH:26]([CH3:28])[CH3:27])=[C:21]([C:22]#[N:23])[CH:24]=4)=[N:14][N:13]=3)[CH:8]=[CH:9][CH:10]=2)[CH2:5][CH2:4]1, predict the reactants needed to synthesize it. (2) Given the product [F:33][C:26]1[CH:25]=[CH:24][C:23]([CH2:22][N:5]2[C:6]3[CH2:7][CH2:8][CH2:9][CH2:10][C:11]=3[C:12](=[O:14])[NH:13][C:4]2=[O:3])=[CH:32][C:27]=1[C:28]([O:30][CH3:31])=[O:29], predict the reactants needed to synthesize it. The reactants are: C[Si](C)(C)[O:3][C:4]1[N:13]=[C:12]([O:14][Si](C)(C)C)[C:11]2[CH2:10][CH2:9][CH2:8][CH2:7][C:6]=2[N:5]=1.Br[CH2:22][C:23]1[CH:24]=[CH:25][C:26]([F:33])=[C:27]([CH:32]=1)[C:28]([O:30][CH3:31])=[O:29].O1CCOCC1.CO. (3) Given the product [ClH:1].[Cl:1][CH2:19][CH2:20][CH2:21][N:7]1[CH2:8][CH2:9][CH:4]([C:3]([F:11])([F:10])[F:2])[CH2:5][CH2:6]1, predict the reactants needed to synthesize it. The reactants are: [ClH:1].[F:2][C:3]([F:11])([F:10])[CH:4]1[CH2:9][CH2:8][NH:7][CH2:6][CH2:5]1.C(=O)([O-])[O-].[K+].[K+].Br[CH2:19][CH2:20][CH2:21]O. (4) Given the product [CH2:11]1[CH:10]2[CH2:9][N:8]([C:13]([O:15][CH2:16][C:17]3[CH:22]=[CH:21][CH:20]=[CH:19][CH:18]=3)=[O:14])[CH2:7][CH:6]2[CH2:5][O:12]1, predict the reactants needed to synthesize it. The reactants are: C(Cl)Cl.O[CH2:5][C@H:6]1[C@@H:10]([CH2:11][OH:12])[CH2:9][N:8]([C:13]([O:15][CH2:16][C:17]2[CH:22]=[CH:21][CH:20]=[CH:19][CH:18]=2)=[O:14])[CH2:7]1.S(Cl)(C1C=CC(C)=CC=1)(=O)=O. (5) The reactants are: [CH3:1][N:2]([C:6]1[CH:11]=[CH:10][C:9]([N+:12]([O-])=O)=[CH:8][N:7]=1)[CH2:3][CH2:4][OH:5]. Given the product [NH2:12][C:9]1[CH:10]=[CH:11][C:6]([N:2]([CH3:1])[CH2:3][CH2:4][OH:5])=[N:7][CH:8]=1, predict the reactants needed to synthesize it. (6) Given the product [Cl:22][C:23]1[N:24]=[N:25][C:26]([N:29]([CH3:31])[NH:30][C:19]([C:9]2[CH:10]=[N:11][C:12]([O:13][CH2:14][C:15]([F:18])([F:16])[F:17])=[C:7]([CH:1]3[CH2:6][CH2:5][CH2:4][CH2:3][CH2:2]3)[CH:8]=2)=[O:21])=[CH:27][CH:28]=1, predict the reactants needed to synthesize it. The reactants are: [CH:1]1([C:7]2[CH:8]=[C:9]([C:19]([OH:21])=O)[CH:10]=[N:11][C:12]=2[O:13][CH2:14][C:15]([F:18])([F:17])[F:16])[CH2:6][CH2:5][CH2:4][CH2:3][CH2:2]1.[Cl:22][C:23]1[N:24]=[N:25][C:26]([N:29]([CH3:31])[NH2:30])=[CH:27][CH:28]=1. (7) Given the product [CH3:13][C@@:14]1([C:26]([NH:7][C:2]2[CH:3]=[N:4][CH:5]=[CH:6][N:1]=2)=[O:27])[CH2:18][CH2:17][CH2:16][NH:15]1, predict the reactants needed to synthesize it. The reactants are: [N:1]1[CH:6]=[CH:5][N:4]=[CH:3][C:2]=1[NH2:7].C([Mg]Cl)(C)C.[CH3:13][C@@:14]1([C:26](OC)=[O:27])[CH2:18][CH2:17][CH2:16][N:15]1C(OC(C)(C)C)=O. (8) Given the product [CH3:33][S:34]([O:4][CH:2]([CH3:3])[CH2:1][O:5][C:6]([C:19]1[CH:24]=[CH:23][CH:22]=[CH:21][CH:20]=1)([C:13]1[CH:18]=[CH:17][CH:16]=[CH:15][CH:14]=1)[C:7]1[CH:12]=[CH:11][CH:10]=[CH:9][CH:8]=1)(=[O:36])=[O:35], predict the reactants needed to synthesize it. The reactants are: [CH2:1]([OH:5])[CH:2]([OH:4])[CH3:3].[C:6](Cl)([C:19]1[CH:24]=[CH:23][CH:22]=[CH:21][CH:20]=1)([C:13]1[CH:18]=[CH:17][CH:16]=[CH:15][CH:14]=1)[C:7]1[CH:12]=[CH:11][CH:10]=[CH:9][CH:8]=1.C(N(CC)CC)C.[CH3:33][S:34](Cl)(=[O:36])=[O:35]. (9) Given the product [OH:22][CH2:23][C:24]1([O:40][CH3:41])[CH:25]=[CH:26][C:27]([CH2:30][C:31]([NH:33][C:34]2[CH:39]=[CH:38][CH:37]=[CH:36][CH:35]=2)=[O:32])=[CH:28][CH2:29]1, predict the reactants needed to synthesize it. The reactants are: [F-].C([N+](CCCC)(CCCC)CCCC)CCC.C([O:22][C:23](OC(C)C)(OC(C)C)[C:24]1([O:40][CH3:41])[CH:29]=[CH:28][C:27]([CH2:30][C:31]([NH:33][C:34]2[CH:39]=[CH:38][CH:37]=[CH:36][CH:35]=2)=[O:32])=[CH:26][CH2:25]1)(C)C.